From a dataset of Full USPTO retrosynthesis dataset with 1.9M reactions from patents (1976-2016). Predict the reactants needed to synthesize the given product. (1) Given the product [CH3:37][C:31]1[N:32]=[C:33]2[C:28]([C:27]([C:9]3[CH:10]=[C:11]([C:15]4[C:16]([C:21]#[N:22])=[CH:17][CH:18]=[CH:19][CH:20]=4)[CH:12]=[CH:13][CH:14]=3)=[CH:36][CH:35]=[N:34]2)=[CH:29][CH:30]=1, predict the reactants needed to synthesize it. The reactants are: CC1(C)C(C)(C)OB([C:9]2[CH:10]=[C:11]([C:15]3[C:16]([C:21]#[N:22])=[CH:17][CH:18]=[CH:19][CH:20]=3)[CH:12]=[CH:13][CH:14]=2)O1.[F-].[K+].Cl[C:27]1[CH:36]=[CH:35][N:34]=[C:33]2[C:28]=1[CH:29]=[CH:30][C:31]([CH3:37])=[N:32]2. (2) Given the product [Cl:1][C:2]1[CH:3]=[CH:4][CH:5]=[C:6]2[C:11]=1[CH2:10][CH:9]([NH:12][C:17]1[S:18][CH2:14][CH2:15][N:16]=1)[CH2:8][CH2:7]2.[Cl:1][C:2]1[CH:3]=[CH:4][CH:5]=[C:6]2[C:11]=1[CH2:10][CH:9]([N:12]=[C:17]1[N:16]([C:17]3[S:18][CH2:14][CH2:15][N:16]=3)[CH2:15][CH2:14][S:18]1)[CH2:8][CH2:7]2, predict the reactants needed to synthesize it. The reactants are: [Cl:1][C:2]1[CH:3]=[CH:4][CH:5]=[C:6]2[C:11]=1[CH2:10][CH:9]([NH2:12])[CH2:8][CH2:7]2.Cl[CH2:14][CH2:15][N:16]=[C:17]=[S:18].[OH-].[Na+].O.